From a dataset of Reaction yield outcomes from USPTO patents with 853,638 reactions. Predict the reaction yield, written as a fraction of the theoretical maximum amount of product (1.0 means a 100% yield; for example, 0.34 means a 34% yield). (1) The reactants are [C:1]([C:3]1[CH:8]=[CH:7][C:6]([C@@H:9]2[C:14]([C:15]#[N:16])=[C:13]([CH3:17])[N:12]([C:18]3[CH:23]=[CH:22][CH:21]=[C:20]([C:24]([F:27])([F:26])[F:25])[CH:19]=3)[C:11](=[O:28])[NH:10]2)=[C:5]([S:29]([CH3:31])=[O:30])[CH:4]=1)#[N:2].[C:32](C1C=CC([C@@H]2C(C#N)=C(C)N(C3C=CC=C(C(F)(F)F)C=3)C(=O)N2)=C([S@](C)=O)C=1)#N.C[Si](C)(C)[N-][Si](C)(C)C.[Li+].IC. The catalyst is C1COCC1. The product is [C:1]([C:3]1[CH:8]=[CH:7][C:6]([C@@H:9]2[C:14]([C:15]#[N:16])=[C:13]([CH3:17])[N:12]([C:18]3[CH:23]=[CH:22][CH:21]=[C:20]([C:24]([F:27])([F:26])[F:25])[CH:19]=3)[C:11](=[O:28])[N:10]2[CH3:32])=[C:5]([S@:29]([CH3:31])=[O:30])[CH:4]=1)#[N:2]. The yield is 0.880. (2) The reactants are [ClH:1].[O:2]=[C:3]1[CH:10]2[CH2:11][CH:6]3[CH2:7][CH:8]([CH2:12][CH:4]1[CH:5]3[OH:13])[CH2:9]2.[CH2:14]=O.S([O-])([O-])(=O)=O.[Mg+2].[Cl-].[Na+].S(=O)(=O)(O)O. The catalyst is ClCCl. The product is [Cl:1][CH2:14][O:2][CH:3]1[CH:4]2[CH2:12][CH:8]3[CH2:7][CH:6]([CH2:11][CH:10]1[CH2:9]3)[C:5]2=[O:13]. The yield is 0.852. (3) The reactants are [CH3:1][O:2][C:3](=[O:18])[CH2:4][CH2:5][C:6]([C:9]1[CH:14]=[CH:13][CH:12]=[C:11]([O:15][CH3:16])[C:10]=1[F:17])([CH3:8])[CH3:7].C1(S(N2C(C3C=CC=CC=3)O2)(=O)=[O:26])C=CC=CC=1.[Cl-].[NH4+]. The catalyst is C1(C)C=CC=CC=1.O1CCCC1. The product is [CH3:1][O:2][C:3](=[O:18])[CH:4]([OH:26])[CH2:5][C:6]([C:9]1[CH:14]=[CH:13][CH:12]=[C:11]([O:15][CH3:16])[C:10]=1[F:17])([CH3:8])[CH3:7]. The yield is 0.583.